From a dataset of Full USPTO retrosynthesis dataset with 1.9M reactions from patents (1976-2016). Predict the reactants needed to synthesize the given product. Given the product [OH:1][C:2]1[CH:7]=[CH:6][CH:5]=[C:4]2[C:3]=1[C:9](=[O:11])[CH2:10][CH:16]([C:15]1[CH:18]=[CH:19][C:20]([O:21][CH3:22])=[C:13]([OH:12])[CH:14]=1)[O:8]2, predict the reactants needed to synthesize it. The reactants are: [OH:1][C:2]1[CH:7]=[CH:6][CH:5]=[C:4]([OH:8])[C:3]=1[C:9](=[O:11])[CH3:10].[OH:12][C:13]1[CH:14]=[C:15]([CH:18]=[CH:19][C:20]=1[O:21][CH3:22])[CH:16]=O.C(=O)([O-])[O-].[K+].[K+].COCCl.OC1C=CC=C(OCOC)C=1C(=O)C.COC1C=CC(C=O)=CC=1OCOC.